Dataset: Reaction yield outcomes from USPTO patents with 853,638 reactions. Task: Predict the reaction yield, written as a fraction of the theoretical maximum amount of product (1.0 means a 100% yield; for example, 0.34 means a 34% yield). (1) The yield is 0.490. The product is [CH3:25][O:26][C:27](=[O:28])[CH2:29][O:30][C:31]1[CH:36]=[CH:35][C:34]([C:37]#[C:38][C:2]2[CH:3]=[CH:4][C:5]([O:23][CH3:24])=[C:6](/[CH:8]=[CH:9]/[C:10]3[NH:11][CH:12]=[C:13]([C:15]4[CH:20]=[CH:19][C:18]([Cl:21])=[CH:17][C:16]=4[Cl:22])[N:14]=3)[CH:7]=2)=[CH:33][CH:32]=1. The reactants are Br[C:2]1[CH:3]=[CH:4][C:5]([O:23][CH3:24])=[C:6](/[CH:8]=[CH:9]/[C:10]2[NH:11][CH:12]=[C:13]([C:15]3[CH:20]=[CH:19][C:18]([Cl:21])=[CH:17][C:16]=3[Cl:22])[N:14]=2)[CH:7]=1.[CH3:25][O:26][C:27]([CH2:29][O:30][C:31]1[CH:36]=[CH:35][C:34]([C:37]#[CH:38])=[CH:33][CH:32]=1)=[O:28]. No catalyst specified. (2) The reactants are [O:1]1[CH2:6][CH2:5][CH:4]([C:7]([C:9]2[S:13][C:12]([NH2:14])=[N:11][C:10]=2[C:15]2[CH:19]=[CH:18][O:17][CH:16]=2)=[O:8])[CH2:3][CH2:2]1.Cl.[CH3:21][C:22]1[CH:23]=[C:24]([CH:28]=[CH:29][N:30]=1)[C:25](O)=[O:26].CCN=C=NCCCN(C)C.Cl.O.ON1C2C=CC=CC=2N=N1.C(N(CC)CC)C.C(=O)([O-])O.[Na+]. The catalyst is CN(C=O)C. The product is [O:17]1[CH:18]=[CH:19][C:15]([C:10]2[N:11]=[C:12]([NH:14][C:25]([C:24]3[CH:28]=[CH:29][N:30]=[C:22]([CH3:21])[CH:23]=3)=[O:26])[S:13][C:9]=2[C:7]([CH:4]2[CH2:5][CH2:6][O:1][CH2:2][CH2:3]2)=[O:8])=[CH:16]1. The yield is 0.510. (3) The reactants are [CH2:1]([O:3][C:4]1[CH:5]=[C:6]([C:20]2[CH:25]=[CH:24][C:23]([CH2:26][C:27]([OH:29])=[O:28])=[C:22]([F:30])[CH:21]=2)[CH:7]=[N:8][C:9]=1[O:10]CC1C=CC(OC)=CC=1)[CH3:2]. The catalyst is CO.[Pd]. The product is [CH2:1]([O:3][C:4]1[C:9](=[O:10])[NH:8][CH:7]=[C:6]([C:20]2[CH:25]=[CH:24][C:23]([CH2:26][C:27]([OH:29])=[O:28])=[C:22]([F:30])[CH:21]=2)[CH:5]=1)[CH3:2]. The yield is 0.940. (4) The reactants are [CH3:1][O:2][C:3]1[N:8]=[C:7]([O:9][CH3:10])[C:6](B(O)O)=[CH:5][N:4]=1.[F-].[K+].Cl[C:17]1[C:23]2[CH:24]=[C:25]([Cl:28])[CH:26]=[CH:27][C:22]=2[N:21]([CH3:29])[C:20](=[O:30])[CH2:19][N:18]=1.P(C(C)(C)C)(C(C)(C)C)C(C)(C)C. The catalyst is C1C=CC(/C=C/C(/C=C/C2C=CC=CC=2)=O)=CC=1.C1C=CC(/C=C/C(/C=C/C2C=CC=CC=2)=O)=CC=1.C1C=CC(/C=C/C(/C=C/C2C=CC=CC=2)=O)=CC=1.[Pd].[Pd]. The product is [Cl:28][C:25]1[CH:26]=[CH:27][C:22]2[N:21]([CH3:29])[C:20](=[O:30])[CH2:19][N:18]=[C:17]([C:6]3[C:7]([O:9][CH3:10])=[N:8][C:3]([O:2][CH3:1])=[N:4][CH:5]=3)[C:23]=2[CH:24]=1. The yield is 0.750. (5) The reactants are [CH3:1][C:2]1[C:6]2[CH:7]=[CH:8][C:9]([OH:11])=[CH:10][C:5]=2[O:4][N:3]=1.CN(C=O)C.[Si:17](Cl)([C:20]([CH3:23])([CH3:22])[CH3:21])([CH3:19])[CH3:18].N1C=CN=C1. The catalyst is CCOC(C)=O.C1(C)C=CC=CC=1.O. The product is [Si:17]([O:11][C:9]1[CH:8]=[CH:7][C:6]2[C:2]([CH3:1])=[N:3][O:4][C:5]=2[CH:10]=1)([C:20]([CH3:23])([CH3:22])[CH3:21])([CH3:19])[CH3:18]. The yield is 0.970.